Dataset: NCI-60 drug combinations with 297,098 pairs across 59 cell lines. Task: Regression. Given two drug SMILES strings and cell line genomic features, predict the synergy score measuring deviation from expected non-interaction effect. (1) Cell line: DU-145. Drug 1: CCC1=C2CN3C(=CC4=C(C3=O)COC(=O)C4(CC)O)C2=NC5=C1C=C(C=C5)O. Synergy scores: CSS=25.5, Synergy_ZIP=-3.92, Synergy_Bliss=2.08, Synergy_Loewe=-11.3, Synergy_HSA=1.02. Drug 2: CCC1(CC2CC(C3=C(CCN(C2)C1)C4=CC=CC=C4N3)(C5=C(C=C6C(=C5)C78CCN9C7C(C=CC9)(C(C(C8N6C)(C(=O)OC)O)OC(=O)C)CC)OC)C(=O)OC)O.OS(=O)(=O)O. (2) Drug 1: CCC1(CC2CC(C3=C(CCN(C2)C1)C4=CC=CC=C4N3)(C5=C(C=C6C(=C5)C78CCN9C7C(C=CC9)(C(C(C8N6C=O)(C(=O)OC)O)OC(=O)C)CC)OC)C(=O)OC)O.OS(=O)(=O)O. Drug 2: C1=CC=C(C(=C1)C(C2=CC=C(C=C2)Cl)C(Cl)Cl)Cl. Cell line: NCIH23. Synergy scores: CSS=3.76, Synergy_ZIP=-8.61, Synergy_Bliss=-5.28, Synergy_Loewe=-43.3, Synergy_HSA=-6.48. (3) Drug 1: C1=CC(=CC=C1CCCC(=O)O)N(CCCl)CCCl. Drug 2: CC1=C(C=C(C=C1)NC(=O)C2=CC=C(C=C2)CN3CCN(CC3)C)NC4=NC=CC(=N4)C5=CN=CC=C5. Cell line: OVCAR3. Synergy scores: CSS=19.7, Synergy_ZIP=0.883, Synergy_Bliss=-1.17, Synergy_Loewe=-5.18, Synergy_HSA=-2.88. (4) Drug 1: C1C(C(OC1N2C=NC3=C(N=C(N=C32)Cl)N)CO)O. Drug 2: CC=C1C(=O)NC(C(=O)OC2CC(=O)NC(C(=O)NC(CSSCCC=C2)C(=O)N1)C(C)C)C(C)C. Cell line: SK-OV-3. Synergy scores: CSS=33.3, Synergy_ZIP=-1.82, Synergy_Bliss=0.298, Synergy_Loewe=-20.7, Synergy_HSA=0.881. (5) Drug 1: COC1=C(C=C2C(=C1)N=CN=C2NC3=CC(=C(C=C3)F)Cl)OCCCN4CCOCC4. Drug 2: C1=CC(=CC=C1CC(C(=O)O)N)N(CCCl)CCCl.Cl. Cell line: A549. Synergy scores: CSS=44.6, Synergy_ZIP=-6.93, Synergy_Bliss=1.30, Synergy_Loewe=3.67, Synergy_HSA=4.23. (6) Drug 1: CC=C1C(=O)NC(C(=O)OC2CC(=O)NC(C(=O)NC(CSSCCC=C2)C(=O)N1)C(C)C)C(C)C. Drug 2: C1CN(P(=O)(OC1)NCCCl)CCCl. Cell line: HOP-92. Synergy scores: CSS=29.3, Synergy_ZIP=0.528, Synergy_Bliss=0.238, Synergy_Loewe=-50.6, Synergy_HSA=-0.930. (7) Drug 1: CCC(=C(C1=CC=CC=C1)C2=CC=C(C=C2)OCCN(C)C)C3=CC=CC=C3.C(C(=O)O)C(CC(=O)O)(C(=O)O)O. Drug 2: CC1=C2C(C(=O)C3(C(CC4C(C3C(C(C2(C)C)(CC1OC(=O)C(C(C5=CC=CC=C5)NC(=O)C6=CC=CC=C6)O)O)OC(=O)C7=CC=CC=C7)(CO4)OC(=O)C)O)C)OC(=O)C. Cell line: K-562. Synergy scores: CSS=56.0, Synergy_ZIP=13.6, Synergy_Bliss=15.8, Synergy_Loewe=0.887, Synergy_HSA=14.4.